Binary Classification. Given a T-cell receptor sequence (or CDR3 region) and an epitope sequence, predict whether binding occurs between them. From a dataset of TCR-epitope binding with 47,182 pairs between 192 epitopes and 23,139 TCRs. (1) The epitope is AVFDRKSDAK. The TCR CDR3 sequence is CASSARGGDSYEQYF. Result: 1 (the TCR binds to the epitope). (2) The epitope is FVRATATIPI. The TCR CDR3 sequence is CASSLASGNSYEQYF. Result: 0 (the TCR does not bind to the epitope). (3) The epitope is LEPLVDLPI. The TCR CDR3 sequence is CSALTIYEQYF. Result: 1 (the TCR binds to the epitope).